This data is from Full USPTO retrosynthesis dataset with 1.9M reactions from patents (1976-2016). The task is: Predict the reactants needed to synthesize the given product. (1) Given the product [Br:13][C:14]1[CH:15]=[N:16][CH:17]=[C:18]([C:19]2[O:20][C:6](=[O:7])[NH:22][N:21]=2)[CH:23]=1, predict the reactants needed to synthesize it. The reactants are: N1([C:6](N2C=CN=C2)=[O:7])C=CN=C1.[Br:13][C:14]1[CH:15]=[N:16][CH:17]=[C:18]([CH:23]=1)[C:19]([NH:21][NH2:22])=[O:20]. (2) Given the product [CH3:33][O:34][C:35](=[O:38])[CH2:36][NH:37][C:8]([C:4]1[CH:3]=[C:2]([C:30]2[CH:29]=[CH:28][C:27]([CH3:11])=[CH:26][CH:31]=2)[CH:7]=[CH:6][N:5]=1)=[O:10], predict the reactants needed to synthesize it. The reactants are: I[C:2]1[CH:7]=[CH:6][N:5]=[C:4]([C:8]([OH:10])=O)[CH:3]=1.[CH3:11]N(C)CCCN=C=NCC.ON1[C:27]2[CH:28]=[CH:29][CH:30]=[CH:31][C:26]=2N=N1.Cl.[CH3:33][O:34][C:35](=[O:38])[CH2:36][NH2:37]. (3) Given the product [OH:5][C:6]1[CH:7]=[C:8]([CH:11]=[C:12]([N+:15]([O-:17])=[O:16])[C:13]=1[OH:14])[C:9]([OH:19])=[O:10], predict the reactants needed to synthesize it. The reactants are: Cl([O-])=O.[Na+].[OH:5][C:6]1[CH:7]=[C:8]([CH:11]=[C:12]([N+:15]([O-:17])=[O:16])[C:13]=1[OH:14])[CH:9]=[O:10].P([O-])(O)(O)=[O:19].[Na+].C([O-])(O)=O.[Na+]. (4) Given the product [Cl:1][C:2]1[N:7]=[C:6]([NH:11][C:12]2[CH:13]=[C:14]([NH:18][C:19](=[O:22])[CH:20]=[CH2:21])[CH:15]=[CH:16][CH:17]=2)[C:5]([O:9][CH3:10])=[CH:4][N:3]=1, predict the reactants needed to synthesize it. The reactants are: [Cl:1][C:2]1[N:7]=[C:6](Cl)[C:5]([O:9][CH3:10])=[CH:4][N:3]=1.[NH2:11][C:12]1[CH:13]=[C:14]([NH:18][C:19](=[O:22])[CH:20]=[CH2:21])[CH:15]=[CH:16][CH:17]=1.C([O-])([O-])=O.[K+].[K+].C(OCC)(=O)C.